Dataset: Reaction yield outcomes from USPTO patents with 853,638 reactions. Task: Predict the reaction yield, written as a fraction of the theoretical maximum amount of product (1.0 means a 100% yield; for example, 0.34 means a 34% yield). (1) The reactants are C[Si](C)(C)[C:3]1[CH:8]=[CH:7][C:6]([NH:9][C:10]2[C:14]3[CH:15]=[N:16][CH:17]=[CH:18][C:13]=3[O:12][C:11]=2[C:19]([O:21][CH2:22][CH3:23])=[O:20])=[C:5]([F:24])[CH:4]=1.[I:27]Cl. The catalyst is ClCCl.[B-](F)(F)(F)F.[Ag+]. The product is [F:24][C:5]1[CH:4]=[C:3]([I:27])[CH:8]=[CH:7][C:6]=1[NH:9][C:10]1[C:14]2[CH:15]=[N:16][CH:17]=[CH:18][C:13]=2[O:12][C:11]=1[C:19]([O:21][CH2:22][CH3:23])=[O:20]. The yield is 0.864. (2) The reactants are [F:1][C:2]1[CH:3]=[C:4]([CH:8]=[C:9]([F:21])[C:10]=1[NH:11][CH2:12][C:13]1[CH:18]=[CH:17][C:16]([O:19][CH3:20])=[CH:15][CH:14]=1)[C:5]([OH:7])=O.C(N(C(C)C)C(C)C)C.C1C=CC2N(O)N=NC=2C=1.[CH2:41]([N:43]1[CH2:48][CH2:47][NH:46][CH2:45][CH2:44]1)[CH3:42]. The catalyst is C(#N)C. The product is [F:21][C:9]1[CH:8]=[C:4]([C:5]([N:46]2[CH2:47][CH2:48][N:43]([CH2:41][CH3:42])[CH2:44][CH2:45]2)=[O:7])[CH:3]=[C:2]([F:1])[C:10]=1[NH:11][CH2:12][C:13]1[CH:18]=[CH:17][C:16]([O:19][CH3:20])=[CH:15][CH:14]=1. The yield is 0.990. (3) The reactants are [CH2:1]([O:8][N:9]1[C:15](=[O:16])[N:14]2[CH2:17][C@H:10]1[CH2:11][CH2:12][C@H:13]2[C:18]([OH:20])=O)[C:2]1[CH:7]=[CH:6][CH:5]=[CH:4][CH:3]=1.[NH2:21][O:22][CH:23]1[CH2:26][N:25]([C:27]([O:29][C:30]([CH3:33])([CH3:32])[CH3:31])=[O:28])[CH2:24]1.ON1C2C=CC=CC=2N=N1.Cl.C(N=C=NCCCN(C)C)C. The catalyst is C(Cl)Cl. The product is [CH2:1]([O:8][N:9]1[C:15](=[O:16])[N:14]2[CH2:17][C@H:10]1[CH2:11][CH2:12][C@H:13]2[C:18]([NH:21][O:22][CH:23]1[CH2:24][N:25]([C:27]([O:29][C:30]([CH3:33])([CH3:32])[CH3:31])=[O:28])[CH2:26]1)=[O:20])[C:2]1[CH:3]=[CH:4][CH:5]=[CH:6][CH:7]=1. The yield is 0.480. (4) The reactants are [CH3:1][O:2][C:3]1[CH:8]=[CH:7][C:6]([NH:9]C(=O)OCC2C=CC=CC=2)=[CH:5][C:4]=1[S:20]([N:23]1[CH2:28][CH2:27][CH:26]([N:29]2[CH2:34][CH2:33][CH:32]([CH3:35])[CH2:31][CH2:30]2)[CH2:25][CH2:24]1)(=[O:22])=[O:21]. The catalyst is [Pd].CO. The product is [CH3:1][O:2][C:3]1[CH:8]=[CH:7][C:6]([NH2:9])=[CH:5][C:4]=1[S:20]([N:23]1[CH2:28][CH2:27][CH:26]([N:29]2[CH2:34][CH2:33][CH:32]([CH3:35])[CH2:31][CH2:30]2)[CH2:25][CH2:24]1)(=[O:21])=[O:22]. The yield is 0.930. (5) The reactants are C[O:2][C:3]([C:5]1[CH:13]=[C:12]2[C:8]([C:9]([CH:32]3[CH2:37][CH2:36][CH2:35][CH2:34][CH2:33]3)=[C:10]([C:23]3[CH:28]=[CH:27][C:26]([NH2:29])=[C:25]([CH:30]=O)[CH:24]=3)[N:11]2[CH2:14][C:15]([N:17]2[CH2:22][CH2:21][O:20][CH2:19][CH2:18]2)=[O:16])=[CH:7][CH:6]=1)=[O:4].[CH3:38][N:39]1[CH:43]=[CH:42][CH:41]=[C:40]1[C:44](=O)[CH3:45]. No catalyst specified. The product is [CH:32]1([C:9]2[C:8]3[C:12](=[CH:13][C:5]([C:3]([OH:2])=[O:4])=[CH:6][CH:7]=3)[N:11]([CH2:14][C:15]([N:17]3[CH2:22][CH2:21][O:20][CH2:19][CH2:18]3)=[O:16])[C:10]=2[C:23]2[CH:24]=[C:25]3[C:26](=[CH:27][CH:28]=2)[N:29]=[C:44]([C:40]2[N:39]([CH3:38])[CH:43]=[CH:42][CH:41]=2)[CH:45]=[CH:30]3)[CH2:37][CH2:36][CH2:35][CH2:34][CH2:33]1. The yield is 0.0400.